From a dataset of Full USPTO retrosynthesis dataset with 1.9M reactions from patents (1976-2016). Predict the reactants needed to synthesize the given product. (1) Given the product [CH2:1]([O:3][C:4](=[O:44])[CH:5]([N:13]([S:15]([C:18]1[CH:23]=[CH:22][C:21]([N:24]2[C:28]([C:29]3[CH:30]=[CH:31][C:32]([CH2:35][CH3:36])=[CH:33][CH:34]=3)=[CH:27][C:26]([C:37]3[CH:38]=[CH:39][C:40]([Cl:43])=[CH:41][CH:42]=3)=[N:25]2)=[CH:20][CH:19]=1)(=[O:17])=[O:16])[CH3:14])[CH2:6][C:7]1[CH:12]=[CH:11][CH:10]=[CH:9][CH:8]=1)[CH3:2], predict the reactants needed to synthesize it. The reactants are: [CH2:1]([O:3][C:4](=[O:44])[CH:5]([N:13]([S:15]([C:18]1[CH:23]=[CH:22][C:21]([N:24]2[CH:28]([C:29]3[CH:34]=[CH:33][C:32]([CH2:35][CH3:36])=[CH:31][CH:30]=3)[CH2:27][C:26]([C:37]3[CH:42]=[CH:41][C:40]([Cl:43])=[CH:39][CH:38]=3)=[N:25]2)=[CH:20][CH:19]=1)(=[O:17])=[O:16])[CH3:14])[CH2:6][C:7]1[CH:12]=[CH:11][CH:10]=[CH:9][CH:8]=1)[CH3:2].ClC1C(=O)C(C#N)=C(C#N)C(=O)C=1Cl. (2) The reactants are: [CH3:1][C:2]1([CH3:10])[O:7][C:6](=[O:8])[CH2:5][C:4](=[O:9])[O:3]1.[CH:11](OCC)(OCC)OCC.[N:21]1[CH:26]=[CH:25][C:24]([NH2:27])=[CH:23][CH:22]=1. Given the product [CH3:1][C:2]1([CH3:10])[O:7][C:6](=[O:8])[C:5](=[CH:11][NH:27][C:24]2[CH:25]=[CH:26][N:21]=[CH:22][CH:23]=2)[C:4](=[O:9])[O:3]1, predict the reactants needed to synthesize it. (3) Given the product [F:1][C:2]1[CH:3]=[C:4]([C:8]2[N:27]([CH2:19][CH2:20][C:21]3[CH:26]=[CH:25][CH:24]=[CH:23][CH:22]=3)[C:10](=[O:18])[C:11]3[C:12](=[CH:14][CH:15]=[CH:16][CH:17]=3)[N:13]=2)[CH:5]=[CH:6][CH:7]=1, predict the reactants needed to synthesize it. The reactants are: [F:1][C:2]1[CH:3]=[C:4]([C:8]2O[C:10](=[O:18])[C:11]3[CH:17]=[CH:16][CH:15]=[CH:14][C:12]=3[N:13]=2)[CH:5]=[CH:6][CH:7]=1.[CH2:19]([NH2:27])[CH2:20][C:21]1[CH:26]=[CH:25][CH:24]=[CH:23][CH:22]=1. (4) The reactants are: [N+:1]([C:4]1[CH:5]=[N:6][CH:7]=[CH:8][C:9]=1[C:10]1[CH2:11][CH2:12][CH:13]2[O:17][C:16](=[O:18])[N:15]([C:19]([O:21][C:22]([CH3:25])([CH3:24])[CH3:23])=[O:20])[CH:14]2[CH:26]=1)([O-])=O. Given the product [NH2:1][C:4]1[CH:5]=[N:6][CH:7]=[CH:8][C:9]=1[CH:10]1[CH2:26][CH:14]2[N:15]([C:19]([O:21][C:22]([CH3:24])([CH3:23])[CH3:25])=[O:20])[C:16](=[O:18])[O:17][CH:13]2[CH2:12][CH2:11]1, predict the reactants needed to synthesize it. (5) Given the product [O:4]1[CH2:5][CH2:6][N:1]([C:14]2[N:19]=[C:18]([O:20][C:21]3[CH:49]=[CH:48][CH:47]=[CH:46][C:22]=3[CH2:23][NH:24][C:25]([NH:27][C:28]3[N:32]([C:33]4[CH:38]=[CH:37][C:36]([CH:39]([CH3:41])[CH3:40])=[CH:35][CH:34]=4)[N:31]=[C:30]([C:42]([CH3:43])([CH3:45])[CH3:44])[CH:29]=3)=[O:26])[CH:17]=[CH:16][N:15]=2)[CH2:2][CH2:3]1, predict the reactants needed to synthesize it. The reactants are: [NH:1]1[CH2:6][CH2:5][O:4][CH2:3][CH2:2]1.C(=O)([O-])[O-].[Na+].[Na+].Cl[C:14]1[N:19]=[C:18]([O:20][C:21]2[CH:49]=[CH:48][CH:47]=[CH:46][C:22]=2[CH2:23][NH:24][C:25]([NH:27][C:28]2[N:32]([C:33]3[CH:38]=[CH:37][C:36]([CH:39]([CH3:41])[CH3:40])=[CH:35][CH:34]=3)[N:31]=[C:30]([C:42]([CH3:45])([CH3:44])[CH3:43])[CH:29]=2)=[O:26])[CH:17]=[CH:16][N:15]=1. (6) Given the product [CH2:24]([O:23][C:21]1[CH:20]=[CH:19][C:15]2[CH2:16][CH2:17][CH2:18][N:12]([C:4]3[CH:3]=[C:2]([NH:28][CH2:27][CH2:26][NH2:29])[C:11]4[C:6](=[CH:7][CH:8]=[CH:9][CH:10]=4)[N:5]=3)[CH2:13][C:14]=2[CH:22]=1)[CH3:25], predict the reactants needed to synthesize it. The reactants are: Cl[C:2]1[C:11]2[C:6](=[CH:7][CH:8]=[CH:9][CH:10]=2)[N:5]=[C:4]([N:12]2[CH2:18][CH2:17][CH2:16][C:15]3[CH:19]=[CH:20][C:21]([O:23][CH2:24][CH3:25])=[CH:22][C:14]=3[CH2:13]2)[CH:3]=1.[CH2:26]([NH2:29])[CH2:27][NH2:28]. (7) Given the product [F:1][C:2]1[CH:3]=[C:4]([C:8]2([CH2:29][CH2:30][N:31]3[C@H:36]4[CH2:37][CH2:38][C@@H:32]3[CH2:33][CH:34]([N:39]3[C:43]5[CH:44]=[CH:45][CH:46]=[CH:47][C:42]=5[N:41]=[C:40]3[CH3:48])[CH2:35]4)[CH2:13][CH2:12][N:11]([C:14](=[O:15])[C:16]([CH3:20])([NH2:21])[CH:17]([CH3:18])[CH3:19])[CH2:10][CH2:9]2)[CH:5]=[CH:6][CH:7]=1, predict the reactants needed to synthesize it. The reactants are: [F:1][C:2]1[CH:3]=[C:4]([C:8]2([CH2:29][CH2:30][N:31]3[C@H:36]4[CH2:37][CH2:38][C@@H:32]3[CH2:33][CH:34]([N:39]3[C:43]5[CH:44]=[CH:45][CH:46]=[CH:47][C:42]=5[N:41]=[C:40]3[CH3:48])[CH2:35]4)[CH2:13][CH2:12][N:11]([C:14]([C:16]([NH:21]C(=O)OC(C)(C)C)([CH3:20])[CH:17]([CH3:19])[CH3:18])=[O:15])[CH2:10][CH2:9]2)[CH:5]=[CH:6][CH:7]=1.Cl. (8) Given the product [CH2:20]([O:22][C:24]1([CH:29]=[CH:28][CH:27]=[CH:26][CH2:25]1)[CH:30]=[N:12][C:2](=[O:9])[CH3:3])[CH3:21], predict the reactants needed to synthesize it. The reactants are: Cl.[C:2](=[NH:12])([O:9]CC)[C:3]1C=CC=CC=1.C(N(CC)CC)C.[C:20](Cl)(=[O:22])[CH3:21].[C:24]1([CH3:30])[CH:29]=[CH:28][CH:27]=[CH:26][CH:25]=1. (9) The reactants are: [OH:1][C:2]([C:10]1[CH:15]=[CH:14][C:13]([C:16]([F:19])([F:18])[F:17])=[CH:12][CH:11]=1)=[CH:3][C:4](=O)[CH:5]([O:7][CH3:8])[CH3:6].C([O-])(=O)C.[NH4+:24]. Given the product [NH2:24][C:4]([CH:5]([O:7][CH3:8])[CH3:6])=[CH:3][C:2]([C:10]1[CH:15]=[CH:14][C:13]([C:16]([F:19])([F:18])[F:17])=[CH:12][CH:11]=1)=[O:1], predict the reactants needed to synthesize it.